From a dataset of Full USPTO retrosynthesis dataset with 1.9M reactions from patents (1976-2016). Predict the reactants needed to synthesize the given product. (1) Given the product [CH:27]1([CH2:26][NH:25][N:16]2[C:17]3[C:22](=[CH:21][CH:20]=[CH:19][CH:18]=3)[C:23]([OH:24])=[C:14]([C:8]3[NH:7][C:6]4[S:5][CH:4]=[C:3]([CH2:2][NH:1][S:41]([CH:38]([CH3:40])[CH3:39])(=[O:43])=[O:42])[C:11]=4[S:10](=[O:12])(=[O:13])[N:9]=3)[C:15]2=[O:30])[CH2:28][CH2:29]1, predict the reactants needed to synthesize it. The reactants are: [NH2:1][CH2:2][C:3]1[C:11]2[S:10](=[O:13])(=[O:12])[N:9]=[C:8]([C:14]3[C:15](=[O:30])[N:16]([NH:25][CH2:26][CH:27]4[CH2:29][CH2:28]4)[C:17]4[C:22]([C:23]=3[OH:24])=[CH:21][CH:20]=[CH:19][CH:18]=4)[NH:7][C:6]=2[S:5][CH:4]=1.C(N(CC)CC)C.[CH:38]([S:41](Cl)(=[O:43])=[O:42])([CH3:40])[CH3:39]. (2) Given the product [C:17]([NH:16][C@H:10]([CH2:11][O:12][CH:13]([F:15])[F:14])[C:9]([NH:8][CH2:1][C:2]1[CH:7]=[CH:6][CH:5]=[CH:4][CH:3]=1)=[O:24])(=[O:18])[CH3:26], predict the reactants needed to synthesize it. The reactants are: [CH2:1]([NH:8][C:9](=[O:24])[C@H:10]([NH:16][C:17](=O)[O:18]C(C)(C)C)[CH2:11][O:12][CH:13]([F:15])[F:14])[C:2]1[CH:7]=[CH:6][CH:5]=[CH:4][CH:3]=1.F[C:26](F)(F)C(O)=O. (3) Given the product [C:27]([NH:26][C@H:25]([C:24]([OH:23])=[O:50])[CH2:48][O:49][P:6]([OH:8])([OH:7])=[O:5])(=[O:47])[CH2:28][CH2:29][CH2:30]/[CH:31]=[CH:32]\[CH2:33][CH:34]=[CH:35][CH2:36][CH:37]=[CH:38][CH2:39][CH:40]=[CH:41][CH2:42][CH2:43][CH2:44][CH2:45][CH3:46], predict the reactants needed to synthesize it. The reactants are: C(CC[O:5][P:6]([O-])([O-:8])=[O:7])#N.[NH+]1C=CC=CC=1.[NH+]1C=CC=CC=1.C[O:23][C:24](=[O:50])[C@H:25]([CH2:48][OH:49])[NH:26][C:27](=[O:47])[CH2:28][CH2:29][CH2:30]/[CH:31]=[CH:32]\[CH2:33]/[CH:34]=[CH:35]\[CH2:36]/[CH:37]=[CH:38]\[CH2:39]/[CH:40]=[CH:41]\[CH2:42][CH2:43][CH2:44][CH2:45][CH3:46].C1(N=C=NC2CCCCC2)CCCCC1.Cl. (4) The reactants are: [CH2:1]1[C:13]2[C:14]3[N:5]([CH2:6][CH:7](C(OC(C)(C)C)=O)[NH:8][C:9]=3[CH:10]=[CH:11][CH:12]=2)[CH2:4][CH2:3][NH:2]1.FC(F)(F)C(O)=O. Given the product [CH2:1]1[C:13]2[C:14]3[N:5]([CH2:6][CH2:7][NH:8][C:9]=3[CH:10]=[CH:11][CH:12]=2)[CH2:4][CH2:3][NH:2]1, predict the reactants needed to synthesize it. (5) Given the product [Cl:1][C:2]1[CH:20]=[CH:19][C:5]([CH2:6][N:7]([CH:14]2[CH2:18][CH2:17][N:16]([CH2:28][CH2:29][CH:30]=[C:31]3[C:37]4[CH:38]=[CH:39][CH:40]=[N:41][C:36]=4[CH2:35][O:34][C:33]4[CH:42]=[CH:43][C:44]([C:46]([OH:49])([CH3:48])[CH3:47])=[CH:45][C:32]3=4)[CH2:15]2)[CH2:8][C:9]([NH:11][CH2:12][CH3:13])=[O:10])=[CH:4][CH:3]=1, predict the reactants needed to synthesize it. The reactants are: [Cl:1][C:2]1[CH:20]=[CH:19][C:5]([CH2:6][N:7]([CH:14]2[CH2:18][CH2:17][NH:16][CH2:15]2)[CH2:8][C:9]([NH:11][CH2:12][CH3:13])=[O:10])=[CH:4][CH:3]=1.C(=O)([O-])[O-].[K+].[K+].Br[CH2:28][CH2:29]/[CH:30]=[C:31]1/[C:32]2[CH:45]=[C:44]([C:46]([OH:49])([CH3:48])[CH3:47])[CH:43]=[CH:42][C:33]=2[O:34][CH2:35][C:36]2[N:41]=[CH:40][CH:39]=[CH:38][C:37]/1=2. (6) Given the product [C:1]([O:5][C:6](=[O:31])[C@@H:7]([NH:12][C:13](=[O:30])[C:14]1[CH:19]=[CH:18][C:17]([NH:20][CH:21]([CH3:26])[CH2:22][CH:23]([CH3:24])[CH3:25])=[C:16]([NH2:27])[CH:15]=1)[CH2:8][CH:9]([CH3:11])[CH3:10])([CH3:2])([CH3:4])[CH3:3], predict the reactants needed to synthesize it. The reactants are: [C:1]([O:5][C:6](=[O:31])[C@@H:7]([NH:12][C:13](=[O:30])[C:14]1[CH:19]=[CH:18][C:17]([NH:20][CH:21]([CH3:26])[CH2:22][CH:23]([CH3:25])[CH3:24])=[C:16]([N+:27]([O-])=O)[CH:15]=1)[CH2:8][CH:9]([CH3:11])[CH3:10])([CH3:4])([CH3:3])[CH3:2]. (7) Given the product [I:19][C:17]1[CH:16]=[CH:15][N:14]=[C:13]([N:6]2[C:2]([CH3:1])=[CH:3][C:4]([C:7]([O:9][CH2:10][CH3:11])=[O:8])=[N:5]2)[CH:18]=1, predict the reactants needed to synthesize it. The reactants are: [CH3:1][C:2]1[NH:6][N:5]=[C:4]([C:7]([O:9][CH2:10][CH3:11])=[O:8])[CH:3]=1.F[C:13]1[CH:18]=[C:17]([I:19])[CH:16]=[CH:15][N:14]=1.